Dataset: Forward reaction prediction with 1.9M reactions from USPTO patents (1976-2016). Task: Predict the product of the given reaction. (1) Given the reactants Cl[C:2]1[C:3]2[C:4](=[CH:14][N:15](CC3C=CC(OC)=CC=3)[N:16]=2)[N:5]=[C:6]([C:8]2[CH:13]=[CH:12][CH:11]=[CH:10][CH:9]=2)[N:7]=1.[NH:26]1[C:34]2[C:29](=[CH:30][CH:31]=[C:32]([NH2:35])[CH:33]=2)[CH:28]=[N:27]1.Cl, predict the reaction product. The product is: [NH:26]1[C:34]2[C:29](=[CH:30][CH:31]=[C:32]([NH:35][C:2]3[C:3]4[NH:16][N:15]=[CH:14][C:4]=4[N:5]=[C:6]([C:8]4[CH:9]=[CH:10][CH:11]=[CH:12][CH:13]=4)[N:7]=3)[CH:33]=2)[CH:28]=[N:27]1. (2) Given the reactants [C:1]([O:5][C:6]([NH:8][C@H:9]([CH2:15][C:16]1[CH:21]=[C:20]([F:22])[C:19]([F:23])=[CH:18][C:17]=1[F:24])[CH2:10][C:11]([O:13]C)=[O:12])=[O:7])([CH3:4])([CH3:3])[CH3:2].C1(C)C=CC=CC=1.[OH-].[Na+].Cl, predict the reaction product. The product is: [C:1]([O:5][C:6]([NH:8][C@H:9]([CH2:15][C:16]1[CH:21]=[C:20]([F:22])[C:19]([F:23])=[CH:18][C:17]=1[F:24])[CH2:10][C:11]([OH:13])=[O:12])=[O:7])([CH3:4])([CH3:2])[CH3:3]. (3) The product is: [CH2:29]([O:28][C:19]1[C:20]2[C:25](=[CH:24][CH:23]=[CH:22][CH:21]=2)[CH:26]=[CH:27][C:18]=1[C:16]([OH:17])=[O:15])[C:30]1[CH:31]=[CH:32][CH:33]=[CH:34][CH:35]=1. Given the reactants C1COCC1.[OH-].[Na+].C([O:15][C:16]([C:18]1[CH:27]=[CH:26][C:25]2[C:20](=[CH:21][CH:22]=[CH:23][CH:24]=2)[C:19]=1[O:28][CH2:29][C:30]1[CH:35]=[CH:34][CH:33]=[CH:32][CH:31]=1)=[O:17])C1C=CC=CC=1.C(O)(=O)CC(CC(O)=O)(C(O)=O)O, predict the reaction product. (4) Given the reactants N1C2C(=CC=CC=2)C=CC=1.[S].[F:12][C:13]([F:28])([F:27])[C:14]1[CH:15]=[C:16]([CH:20]=[C:21]([C:23]([F:26])([F:25])[F:24])[CH:22]=1)[C:17](Cl)=[O:18].[H][H], predict the reaction product. The product is: [F:12][C:13]([F:27])([F:28])[C:14]1[CH:15]=[C:16]([CH:20]=[C:21]([C:23]([F:26])([F:24])[F:25])[CH:22]=1)[CH:17]=[O:18]. (5) Given the reactants [F:1][C:2]1[CH:30]=[CH:29][C:5]([C:6]([NH:8][CH2:9][C:10]2([C:25]([F:28])([F:27])[F:26])[C:15]3[CH:16]=[C:17](C(NC)=O)[CH:18]=[CH:19][C:14]=3[NH:13][C:12](=[O:24])[O:11]2)=[O:7])=[CH:4][CH:3]=1.C1N=CN([C:36]([N:38]2[CH:42]=[N:41]C=C2)=[O:37])C=1.C([OH:45])C, predict the reaction product. The product is: [F:1][C:2]1[CH:30]=[CH:29][C:5]([C:6]([NH:8][CH2:9][C:10]2([C:25]([F:27])([F:28])[F:26])[C:15]3[CH:16]=[C:17]([C:42]4[NH:38][C:36](=[O:45])[O:37][N:41]=4)[CH:18]=[CH:19][C:14]=3[NH:13][C:12](=[O:24])[O:11]2)=[O:7])=[CH:4][CH:3]=1. (6) Given the reactants CC(C)([O-])C.[K+].[C:7]([O:11][C:12](=[O:21])[CH2:13][C:14]1[CH:19]=[CH:18][C:17]([CH3:20])=[CH:16][CH:15]=1)([CH3:10])([CH3:9])[CH3:8].Br[CH:23]([CH2:25][CH3:26])[CH3:24].O, predict the reaction product. The product is: [CH3:24][CH:23]([CH2:25][CH3:26])[CH:13]([C:14]1[CH:19]=[CH:18][C:17]([CH3:20])=[CH:16][CH:15]=1)[C:12]([O:11][C:7]([CH3:10])([CH3:9])[CH3:8])=[O:21]. (7) Given the reactants C(O)(=O)[C:2]1[CH:7]=[CH:6][CH:5]=[CH:4][CH:3]=1.[NH2:10][C:11]1[CH:16]=[CH:15][CH:14]=[CH:13][CH:12]=1.C[Si](C)(C)N[Si](C)(C)C.[Li].O1CCCC1, predict the reaction product. The product is: [C:11]1([NH:10][C:2]2[CH:3]=[CH:4][CH:5]=[CH:6][CH:7]=2)[CH:16]=[CH:15][CH:14]=[CH:13][CH:12]=1.